From a dataset of Full USPTO retrosynthesis dataset with 1.9M reactions from patents (1976-2016). Predict the reactants needed to synthesize the given product. (1) Given the product [C:1]([O:5][C:6]([N:8]1[CH2:13][CH2:12][CH2:11][CH:10]([O:14][C:15]2[CH:20]=[CH:19][CH:18]=[CH:17][C:16]=2[N:22]2[CH2:27][CH2:26][NH:25][CH2:24][CH2:23]2)[CH2:9]1)=[O:7])([CH3:4])([CH3:3])[CH3:2], predict the reactants needed to synthesize it. The reactants are: [C:1]([O:5][C:6]([N:8]1[CH2:13][CH2:12][CH2:11][CH:10]([O:14][C:15]2[CH:20]=[CH:19][CH:18]=[CH:17][C:16]=2Br)[CH2:9]1)=[O:7])([CH3:4])([CH3:3])[CH3:2].[NH:22]1[CH2:27][CH2:26][NH:25][CH2:24][CH2:23]1.C1C=CC(P(C2C(C3C(P(C4C=CC=CC=4)C4C=CC=CC=4)=CC=C4C=3C=CC=C4)=C3C(C=CC=C3)=CC=2)C2C=CC=CC=2)=CC=1.CC(C)([O-])C.[Na+]. (2) Given the product [CH:23]1([C:29]([O:31][CH:32]([O:34][C:35]([NH:1][CH2:2][CH2:3][CH2:4][C@@H:5]([CH2:9][C:10]2[N:11]=[CH:12][N:13]3[C:22]4[C:17](=[CH:18][CH:19]=[CH:20][CH:21]=4)[CH2:16][CH2:15][C:14]=23)[C:6]([OH:8])=[O:7])=[O:36])[CH3:33])=[O:30])[CH2:24][CH2:25][CH2:26][CH2:27][CH2:28]1, predict the reactants needed to synthesize it. The reactants are: [NH2:1][CH2:2][CH2:3][CH2:4][C@@H:5]([CH2:9][C:10]1[N:11]=[CH:12][N:13]2[C:22]3[C:17](=[CH:18][CH:19]=[CH:20][CH:21]=3)[CH2:16][CH2:15][C:14]=12)[C:6]([OH:8])=[O:7].[CH:23]1([C:29]([O:31][CH:32]([O:34][C:35](OC2C=CC([N+]([O-])=O)=CC=2)=[O:36])[CH3:33])=[O:30])[CH2:28][CH2:27][CH2:26][CH2:25][CH2:24]1. (3) Given the product [C:1]([C:5]1[CH:9]=[C:8]([NH:10][C:11]([NH:44][C:43]2[CH:45]=[CH:46][CH:47]=[C:41]([S:40][C:31]3[C:30]4[C:35](=[CH:36][C:37]([O:38][CH3:39])=[C:28]([O:27][CH3:26])[CH:29]=4)[N:34]=[CH:33][N:32]=3)[CH:42]=2)=[O:19])[N:7]([C:20]2[CH:25]=[CH:24][CH:23]=[CH:22][CH:21]=2)[N:6]=1)([CH3:2])([CH3:4])[CH3:3], predict the reactants needed to synthesize it. The reactants are: [C:1]([C:5]1[CH:9]=[C:8]([NH:10][C:11](=[O:19])OC2C=CC=CC=2)[N:7]([C:20]2[CH:25]=[CH:24][CH:23]=[CH:22][CH:21]=2)[N:6]=1)([CH3:4])([CH3:3])[CH3:2].[CH3:26][O:27][C:28]1[CH:29]=[C:30]2[C:35](=[CH:36][C:37]=1[O:38][CH3:39])[N:34]=[CH:33][N:32]=[C:31]2[S:40][C:41]1[CH:42]=[C:43]([CH:45]=[CH:46][CH:47]=1)[NH2:44].C(N(C(C)C)CC)(C)C. (4) Given the product [Cl:1][C:2]1[C:3]([C:33]2[S:37][C:36]([C:38]3([OH:42])[CH2:41][CH2:40][CH2:39]3)=[N:35][CH:34]=2)=[C:4]2[CH:10]=[C:9]([C:11]3[CH:12]=[N:13][N:14]([CH2:16][C:17]4[CH:22]=[CH:21][CH:20]=[CH:19][N:18]=4)[CH:15]=3)[NH:8][C:5]2=[N:6][CH:7]=1, predict the reactants needed to synthesize it. The reactants are: [Cl:1][C:2]1[C:3]([C:33]2[S:37][C:36]([C:38]3([OH:42])[CH2:41][CH2:40][CH2:39]3)=[N:35][CH:34]=2)=[C:4]2[CH:10]=[C:9]([C:11]3[CH:12]=[N:13][N:14]([CH2:16][C:17]4[CH:22]=[CH:21][CH:20]=[CH:19][N:18]=4)[CH:15]=3)[N:8](S(C3C=CC(C)=CC=3)(=O)=O)[C:5]2=[N:6][CH:7]=1.ClC1C(C2SC(C3(O)CCC3)=NC=2)=C2C=C(C3C=CC(CN4CCCC4)=CC=3)N(S(C3C=CC(C)=CC=3)(=O)=O)C2=NC=1. (5) Given the product [C:46]([C:32]1[C:31]2[N:30]=[C:60]([CH2:59][N:58]([CH3:63])[C:56](=[O:57])[O:55][CH2:48][C:49]3[CH:54]=[CH:53][CH:52]=[CH:51][CH:50]=3)[O:37][C:36]=2[C:35]([F:38])=[C:34]([C:39]2[CH:44]=[CH:43][CH:42]=[CH:41][CH:40]=2)[C:33]=1[CH3:45])#[N:47], predict the reactants needed to synthesize it. The reactants are: ON1C2C=CC=CC=2N=N1.Cl.C(N=C=NCCCN(C)C)C.C(N(CC)CC)C.[NH2:30][C:31]1[C:36]([OH:37])=[C:35]([F:38])[C:34]([C:39]2[CH:44]=[CH:43][CH:42]=[CH:41][CH:40]=2)=[C:33]([CH3:45])[C:32]=1[C:46]#[N:47].[CH2:48]([O:55][C:56]([N:58]([CH3:63])[CH2:59][C:60](O)=O)=[O:57])[C:49]1[CH:54]=[CH:53][CH:52]=[CH:51][CH:50]=1.C1(C)C=CC(S([O-])(=O)=O)=CC=1.[NH+]1C=CC=CC=1.